The task is: Predict which catalyst facilitates the given reaction.. This data is from Catalyst prediction with 721,799 reactions and 888 catalyst types from USPTO. (1) Reactant: [Cl:1][C:2]1[CH:3]=[C:4]([CH:8]=[CH:9][C:10]=1[F:11])[C:5](Cl)=[O:6].[CH:12]1[CH:17]=[CH:16][CH:15]=[CH:14][CH:13]=1. Product: [Cl:1][C:2]1[CH:3]=[C:4]([C:5]([C:12]2[CH:17]=[CH:16][CH:15]=[CH:14][CH:13]=2)=[O:6])[CH:8]=[CH:9][C:10]=1[F:11]. The catalyst class is: 6. (2) Reactant: BrC[CH2:3][C:4]1[CH:8]=[C:7]([CH3:9])[N:6]([CH3:10])[N:5]=1.[P:11]([O:16]C)([O:14][CH3:15])[O:12][CH3:13].C(=O)([O-])O.[Na+]. Product: [CH3:13][O:12][P:11]([CH2:3][C:4]1[CH:8]=[C:7]([CH3:9])[N:6]([CH3:10])[N:5]=1)(=[O:16])[O:14][CH3:15]. The catalyst class is: 10. (3) Reactant: C([O:3][C:4](=O)/[CH:5]=[CH:6]/[C:7]1[CH:12]=[CH:11][N:10]2[CH:13]=[CH:14][N:15]=[C:9]2[CH:8]=1)C.[H-].C([Al+]CC(C)C)C(C)C.CC(C[AlH]CC(C)C)C. Product: [N:15]1[CH:14]=[CH:13][N:10]2[CH:11]=[CH:12][C:7](/[CH:6]=[CH:5]/[CH2:4][OH:3])=[CH:8][C:9]=12. The catalyst class is: 451. (4) Reactant: [CH3:1][N:2](C)/[CH:3]=[CH:4]/[C:5](=O)[C:6]([F:9])([F:8])[F:7].[CH2:12]([C:19]1[NH:23][N:22]=C(N)[C:20]=1[C:25]1[CH:30]=[CH:29][CH:28]=[C:27]([O:31][CH3:32])[CH:26]=1)[C:13]1[CH:18]=[CH:17][CH:16]=[CH:15][CH:14]=1.O. Product: [CH2:12]([C:19]1[C:20]([C:25]2[CH:30]=[CH:29][CH:28]=[C:27]([O:31][CH3:32])[CH:26]=2)=[C:1]2[N:2]=[CH:3][CH:4]=[C:5]([C:6]([F:9])([F:8])[F:7])[N:22]2[N:23]=1)[C:13]1[CH:14]=[CH:15][CH:16]=[CH:17][CH:18]=1. The catalyst class is: 52. (5) Reactant: C1(P(C2C=CC=CC=2)(C2C=CC=CC=2)=[C:8]([CH2:14][CH2:15][CH3:16])[C:9]([O:11][CH2:12][CH3:13])=[O:10])C=CC=CC=1.CC1C=CC(S(O)(=O)=O)=CC=1.[F:40][C:41]([F:48])([CH3:47])[C:42](OCC)=O. Product: [F:40][C:41]([F:48])([CH3:47])/[CH:42]=[C:8](\[CH2:14][CH2:15][CH3:16])/[C:9]([O:11][CH2:12][CH3:13])=[O:10]. The catalyst class is: 2.